From a dataset of Forward reaction prediction with 1.9M reactions from USPTO patents (1976-2016). Predict the product of the given reaction. (1) Given the reactants NC1C=CC(S(NC2C=C(C=CC=2NS(C2C=CC(N)=CC=2)(=O)=O)C(OC)=O)(=O)=O)=CC=1.[NH2:33][C:34]1[CH:39]=[CH:38][C:37]([C:40]2[CH:45]=[CH:44][C:43]([F:46])=[C:42]([C:47]#[N:48])[CH:41]=2)=[CH:36][C:35]=1[N+:49]([O-])=O, predict the reaction product. The product is: [NH2:49][C:35]1[CH:36]=[C:37]([C:40]2[CH:45]=[CH:44][C:43]([F:46])=[C:42]([C:47]#[N:48])[CH:41]=2)[CH:38]=[CH:39][C:34]=1[NH2:33]. (2) Given the reactants [N+:1]([C:4]1[CH:5]=[C:6]([S:10]([CH2:13][CH2:14][O:15][C:16](=[O:37])[CH2:17][CH2:18][CH2:19][CH2:20][CH2:21][NH:22][C:23](=[O:36])[CH2:24][O:25][C:26]2[CH:31]=[CH:30][C:29]([S:32](Cl)(=[O:34])=[O:33])=[CH:28][CH:27]=2)(=[O:12])=[O:11])[CH:7]=[CH:8][CH:9]=1)([O-:3])=[O:2].[CH3:38][C:39]1[C:40]([CH2:51][S:52]([C:54]2[NH:58][C:57]3[CH:59]=[CH:60][CH:61]=[CH:62][C:56]=3[N:55]=2)=[O:53])=[N:41][CH:42]=[CH:43][C:44]=1[O:45][CH2:46][C:47]([F:50])([F:49])[F:48].[H-].[Na+].O, predict the reaction product. The product is: [N+:1]([C:4]1[CH:5]=[C:6]([S:10]([CH2:13][CH2:14][O:15][C:16](=[O:37])[CH2:17][CH2:18][CH2:19][CH2:20][CH2:21][NH:22][C:23](=[O:36])[CH2:24][O:25][C:26]2[CH:31]=[CH:30][C:29]([S:32]([N:55]3[C:56]4[CH:62]=[CH:61][CH:60]=[CH:59][C:57]=4[N:58]=[C:54]3[S:52]([CH2:51][C:40]3[C:39]([CH3:38])=[C:44]([O:45][CH2:46][C:47]([F:48])([F:49])[F:50])[CH:43]=[CH:42][N:41]=3)=[O:53])(=[O:34])=[O:33])=[CH:28][CH:27]=2)(=[O:12])=[O:11])[CH:7]=[CH:8][CH:9]=1)([O-:3])=[O:2]. (3) Given the reactants [NH:1]1[C:9]2[C:4](=[CH:5][CH:6]=[CH:7][CH:8]=2)[C:3]([C:10]([NH2:12])=[O:11])=[N:2]1.C(N(CC)CC)C.[C:20](Cl)(=[O:22])[CH3:21], predict the reaction product. The product is: [C:20]([N:1]1[C:9]2[C:4](=[CH:5][CH:6]=[CH:7][CH:8]=2)[C:3]([C:10]([NH2:12])=[O:11])=[N:2]1)(=[O:22])[CH3:21]. (4) Given the reactants [Si:1]([O:8][CH2:9][C:10]1[C:11]([F:28])=[C:12]([N:16]2[CH2:21][CH:20]=[C:19]([C:22]3[CH:23]=[N:24][CH:25]=[CH:26][CH:27]=3)[CH2:18][CH2:17]2)[CH:13]=[CH:14][CH:15]=1)([C:4]([CH3:7])([CH3:6])[CH3:5])([CH3:3])[CH3:2], predict the reaction product. The product is: [Si:1]([O:8][CH2:9][C:10]1[C:11]([F:28])=[C:12]([N:16]2[CH2:17][CH2:18][CH:19]([C:22]3[CH:23]=[N:24][CH:25]=[CH:26][CH:27]=3)[CH2:20][CH2:21]2)[CH:13]=[CH:14][CH:15]=1)([C:4]([CH3:7])([CH3:5])[CH3:6])([CH3:3])[CH3:2].